This data is from Full USPTO retrosynthesis dataset with 1.9M reactions from patents (1976-2016). The task is: Predict the reactants needed to synthesize the given product. Given the product [CH2:33]([NH:29][C:23]([C:20]1[CH:21]=[CH:22][C:17]2[O:16][CH2:15][C:14]([CH3:26])([C:6]3[CH:5]=[CH:4][C:3]4[C:2]([CH3:1])([CH3:27])[CH2:11][CH2:10][C:9]([CH3:12])([CH3:13])[C:8]=4[CH:7]=3)[C:18]=2[CH:19]=1)=[O:24])[CH2:32][CH2:37][CH3:36], predict the reactants needed to synthesize it. The reactants are: [CH3:1][C:2]1([CH3:27])[CH2:11][CH2:10][C:9]([CH3:13])([CH3:12])[C:8]2[CH:7]=[C:6]([C:14]3([CH3:26])[C:18]4[CH:19]=[C:20]([C:23](O)=[O:24])[CH:21]=[CH:22][C:17]=4[O:16][CH2:15]3)[CH:5]=[CH:4][C:3]1=2.O[N:29]1[C:33]2C=C[CH:36]=[CH:37][C:32]=2N=N1.C1(N=C=NC2CCCCC2)CCCCC1.C(N)CCC.